The task is: Binary Classification. Given a drug SMILES string, predict its activity (active/inactive) in a high-throughput screening assay against a specified biological target.. This data is from HIV replication inhibition screening data with 41,000+ compounds from the AIDS Antiviral Screen. (1) The result is 0 (inactive). The compound is CC1NC(C(=Cc2ccccc2O)NC(=O)c2ccccc2)OC1=O. (2) The compound is CN1CCCCC(C#N)(c2ccccc2)CC1. The result is 0 (inactive). (3) The drug is COc1cc2c(cc1OC)c1c(OC)c(OC)cc3c1c1c2sc(=S)n1CC3. The result is 0 (inactive). (4) The molecule is O=[N+]([O-])c1cccc(-c2ncnc(-c3cccc([N+](=O)[O-])c3)n2)c1. The result is 0 (inactive). (5) The molecule is CS(=O)(=O)N1CC(CCl)c2ccc([N+](=O)[O-])cc21. The result is 0 (inactive). (6) The molecule is CC[N+]1(CC)CCC(=O)[Pd-2]12[O+]=C(C)CC(C)=[O+]2. The result is 0 (inactive). (7) The result is 0 (inactive). The drug is O=P1(c2ccccc2)Nc2cc(Cl)c(Cl)cc2N1. (8) The molecule is COC(=O)c1c2cccccc-2c(Cc2c3cccccc-3c(C(=O)OC)c2O)c1O. The result is 0 (inactive).